This data is from Catalyst prediction with 721,799 reactions and 888 catalyst types from USPTO. The task is: Predict which catalyst facilitates the given reaction. (1) Reactant: Cl[C:2]1[CH:7]=[C:6]([CH:8]2[CH2:11][N:10]([C:12]([O:14][C:15]([CH3:18])([CH3:17])[CH3:16])=[O:13])[CH2:9]2)[CH:5]=[C:4]([Cl:19])[N:3]=1.Cl.[F:21][C:22]1([CH3:27])[CH2:26][CH2:25][NH:24][CH2:23]1.C(N(CC)C(C)C)(C)C.O. Product: [Cl:19][C:4]1[CH:5]=[C:6]([CH:8]2[CH2:11][N:10]([C:12]([O:14][C:15]([CH3:18])([CH3:17])[CH3:16])=[O:13])[CH2:9]2)[CH:7]=[C:2]([N:24]2[CH2:25][CH2:26][C:22]([F:21])([CH3:27])[CH2:23]2)[N:3]=1. The catalyst class is: 9. (2) Reactant: [CH3:1][CH:2]1[C:14](=[O:15])[C:5]2=[C:6]3[C:11](=[CH:12][CH:13]=[C:4]2[CH2:3]1)[CH:10]=[CH:9][CH:8]=[CH:7]3.[H-].[H-].[H-].[H-].[Li+].[Al+3].Cl. Product: [CH3:1][CH:2]1[CH:14]([OH:15])[C:5]2=[C:6]3[C:11](=[CH:12][CH:13]=[C:4]2[CH2:3]1)[CH:10]=[CH:9][CH:8]=[CH:7]3. The catalyst class is: 116. (3) Reactant: [C:1]([O:5][C:6]([N:8]1[CH2:13][CH2:12][C:11](=O)[CH2:10][CH2:9]1)=[O:7])([CH3:4])([CH3:3])[CH3:2].[OH:15][CH:16]1[CH2:21][CH2:20][NH:19][CH2:18][CH2:17]1.C(O)(=O)C. Product: [C:1]([O:5][C:6]([N:8]1[CH2:13][CH2:12][CH:11]([N:19]2[CH2:20][CH2:21][CH:16]([OH:15])[CH2:17][CH2:18]2)[CH2:10][CH2:9]1)=[O:7])([CH3:4])([CH3:3])[CH3:2]. The catalyst class is: 123.